This data is from Forward reaction prediction with 1.9M reactions from USPTO patents (1976-2016). The task is: Predict the product of the given reaction. (1) Given the reactants [CH3:1][N:2]([CH3:38])[CH2:3][CH2:4][CH2:5][NH:6][N:7]=[C:8]([C:10]1[C:19]2[C:18]([C:20]([OH:22])=[O:21])=[CH:17][C:16](Cl)=[C:15]([C:24]([OH:26])=[O:25])[C:14]=2[C:13]([C:27](=[N:29][NH:30][CH2:31][CH2:32][CH2:33][N:34]([CH3:36])[CH3:35])[OH:28])=[CH:12][C:11]=1Cl)[OH:9].[NH2:39][CH2:40][CH2:41][CH2:42][OH:43], predict the reaction product. The product is: [CH3:1][N:2]([CH3:38])[CH2:3][CH2:4][CH2:5][NH:6][N:7]=[C:8]([C:10]1[C:19]2[C:18]([C:20]([OH:22])=[O:21])=[CH:17][C:16]([NH:39][CH2:40][CH2:41][CH2:42][OH:43])=[C:15]([C:24]([OH:26])=[O:25])[C:14]=2[C:13]([C:27](=[N:29][NH:30][CH2:31][CH2:32][CH2:33][N:34]([CH3:36])[CH3:35])[OH:28])=[CH:12][C:11]=1[NH:39][CH2:40][CH2:41][CH2:42][OH:43])[OH:9]. (2) Given the reactants [NH2:1][C:2]1[C:11]2[C:6](=[CH:7][C:8]([C:12]([NH2:14])=[O:13])=[CH:9][CH:10]=2)[CH2:5][C:4]([C:19]2[CH:24]=[CH:23][CH:22]=[C:21](Br)[CH:20]=2)([C:15]([F:18])([F:17])[F:16])[N:3]=1.P([O-])([O-])([O-])=[O:27].[K+].[K+].[K+].[CH3:34][O:35][C:36]1[CH:37]=[C:38](B(O)O)[CH:39]=[CH:40][CH:41]=1.C[O:46]CCOC.[OH2:51].C(O)C, predict the reaction product. The product is: [F:16][C:15]([F:18])([F:17])[C:4]([OH:27])=[O:51].[NH2:1][C:2]1[C:11]2[C:6](=[CH:7][C:8]([C:12]([NH2:14])=[O:13])=[CH:9][CH:10]=2)[CH2:5][C:4]([C:19]2[CH:20]=[C:21]([C:40]3[CH:39]=[CH:38][CH:37]=[C:36]([O:35][CH3:34])[CH:41]=3)[CH:22]=[CH:23][CH:24]=2)([C:15]([F:18])([F:17])[F:16])[N:3]=1.[C:4]([OH:46])([C:15]([F:18])([F:17])[F:16])=[O:51]. (3) The product is: [Cl:26][C:22]1[CH:21]=[C:20]([C:18]2[N:17]=[C:16]3[CH2:27][CH2:28][CH2:29][C:15]3=[C:14]([NH:1][C:2]3[CH:3]=[CH:4][C:5]([C:6]([O:8][CH3:9])=[O:7])=[CH:10][CH:11]=3)[CH:19]=2)[CH:25]=[CH:24][CH:23]=1. Given the reactants [NH2:1][C:2]1[CH:11]=[CH:10][C:5]([C:6]([O:8][CH3:9])=[O:7])=[CH:4][CH:3]=1.Cl.Cl[C:14]1[CH:19]=[C:18]([C:20]2[CH:25]=[CH:24][CH:23]=[C:22]([Cl:26])[CH:21]=2)[N:17]=[C:16]2[CH2:27][CH2:28][CH2:29][C:15]=12, predict the reaction product. (4) Given the reactants Cl.[NH2:2][CH:3]1[CH2:9][CH2:8][CH2:7][CH2:6][NH:5][C:4]1=[O:10].C([O-])([O-])=O.[K+].[K+].[Cl:17][C:18]1[CH:26]=[CH:25][C:21]([C:22](Cl)=[O:23])=[CH:20][CH:19]=1, predict the reaction product. The product is: [Cl:17][C:18]1[CH:26]=[CH:25][C:21]([C:22]([NH:2][CH:3]2[CH2:9][CH2:8][CH2:7][CH2:6][NH:5][C:4]2=[O:10])=[O:23])=[CH:20][CH:19]=1. (5) Given the reactants [Br:1][C:2]1[NH:3][CH:4]=[CH:5][N:6]=1.[OH-].[Na+].Br[CH2:10][C:11]1[CH:12]=[C:13]([C:17]2[CH:21]=[C:20]([CH2:22][CH:23]([CH3:25])[CH3:24])[S:19][C:18]=2[S:26]([NH:29][C:30]([CH3:33])([CH3:32])[CH3:31])(=[O:28])=[O:27])[CH:14]=[CH:15][CH:16]=1, predict the reaction product. The product is: [Br:1][C:2]1[N:3]([CH2:10][C:11]2[CH:12]=[C:13]([C:17]3[CH:21]=[C:20]([CH2:22][CH:23]([CH3:25])[CH3:24])[S:19][C:18]=3[S:26]([NH:29][C:30]([CH3:32])([CH3:31])[CH3:33])(=[O:27])=[O:28])[CH:14]=[CH:15][CH:16]=2)[CH:4]=[CH:5][N:6]=1. (6) Given the reactants CO[C:3]1[CH:8]=[CH:7][C:6]([CH:9]([C:12](=O)[CH3:13])[C:10]#[N:11])=[CH:5][CH:4]=1.[NH2:15][NH2:16].[OH2:17].[C:18](O)(=O)C, predict the reaction product. The product is: [CH3:18][O:17][C:3]1[CH:4]=[CH:5][C:6]([C:9]2[C:12]([CH3:13])=[N:15][NH:16][C:10]=2[NH2:11])=[CH:7][CH:8]=1. (7) Given the reactants B1(C)OC(C2C=CC=CC=2)(C2C=CC=CC=2)[C@H]2N1CCC2.[CH3:22][O:23][C:24]1([O:31][CH3:32])[CH2:29][CH2:28][O:27][CH2:26][C:25]1=[O:30], predict the reaction product. The product is: [CH3:22][O:23][C:24]1([O:31][CH3:32])[CH2:29][CH2:28][O:27][CH2:26][C@H:25]1[OH:30].